From a dataset of Forward reaction prediction with 1.9M reactions from USPTO patents (1976-2016). Predict the product of the given reaction. (1) Given the reactants [C:1]([O:5][C:6](=[O:16])[NH:7][C@@H:8]([CH3:15])[CH2:9][NH:10][C:11](=[O:14])[CH2:12]Cl)([CH3:4])([CH3:3])[CH3:2].C(=O)([O-])[O-].[K+].[K+].CC(OC(OC(OC(C)(C)C)=O)=O)(C)C.O, predict the reaction product. The product is: [CH3:15][C@H:8]1[CH2:9][NH:10][C:11](=[O:14])[CH2:12][N:7]1[C:6]([O:5][C:1]([CH3:4])([CH3:3])[CH3:2])=[O:16]. (2) Given the reactants [F:1][C:2]([F:32])([F:31])[C:3]1[CH:26]=[C:25]([C:27]([F:30])([F:29])[F:28])[CH:24]=[CH:23][C:4]=1[CH2:5][N:6]1[C:14]2[C:9](=[CH:10][C:11](/[CH:15]=[C:16]3/[C:17](=[O:22])[NH:18][C:19](=[O:21])[S:20]/3)=[CH:12][CH:13]=2)[CH:8]=[N:7]1.[C@@H:33]1([CH2:43]O)[C@@H:42]2[N:37]([CH2:38][CH2:39][CH2:40][CH2:41]2)[CH2:36][CH2:35][CH2:34]1, predict the reaction product. The product is: [F:32][C:2]([F:31])([F:1])[C:3]1[CH:26]=[C:25]([C:27]([F:29])([F:28])[F:30])[CH:24]=[CH:23][C:4]=1[CH2:5][N:6]1[C:14]2[C:9](=[CH:10][C:11](/[CH:15]=[C:16]3/[C:17](=[O:22])[N:18]([CH2:43][C@H:33]4[C@@H:42]5[N:37]([CH2:38][CH2:39][CH2:40][CH2:41]5)[CH2:36][CH2:35][CH2:34]4)[C:19](=[O:21])[S:20]/3)=[CH:12][CH:13]=2)[CH:8]=[N:7]1.